Dataset: NCI-60 drug combinations with 297,098 pairs across 59 cell lines. Task: Regression. Given two drug SMILES strings and cell line genomic features, predict the synergy score measuring deviation from expected non-interaction effect. (1) Drug 1: C1=C(C(=O)NC(=O)N1)N(CCCl)CCCl. Drug 2: C1CC(=O)NC(=O)C1N2C(=O)C3=CC=CC=C3C2=O. Cell line: HS 578T. Synergy scores: CSS=15.3, Synergy_ZIP=-3.87, Synergy_Bliss=1.84, Synergy_Loewe=-4.40, Synergy_HSA=0.958. (2) Drug 1: CC1=C(C=C(C=C1)NC2=NC=CC(=N2)N(C)C3=CC4=NN(C(=C4C=C3)C)C)S(=O)(=O)N.Cl. Drug 2: C1CCC(C1)C(CC#N)N2C=C(C=N2)C3=C4C=CNC4=NC=N3. Cell line: MALME-3M. Synergy scores: CSS=10.5, Synergy_ZIP=-0.0474, Synergy_Bliss=4.57, Synergy_Loewe=2.73, Synergy_HSA=3.32. (3) Drug 1: CC1=C(C(CCC1)(C)C)C=CC(=CC=CC(=CC(=O)O)C)C. Drug 2: CCC1(C2=C(COC1=O)C(=O)N3CC4=CC5=C(C=CC(=C5CN(C)C)O)N=C4C3=C2)O.Cl. Cell line: LOX IMVI. Synergy scores: CSS=50.0, Synergy_ZIP=3.50, Synergy_Bliss=0.828, Synergy_Loewe=-35.5, Synergy_HSA=3.03.